From a dataset of Catalyst prediction with 721,799 reactions and 888 catalyst types from USPTO. Predict which catalyst facilitates the given reaction. (1) Reactant: [C:1]1([CH2:7][CH2:8][C:9]2[C:10]([O:26]C)=[CH:11][C:12]([O:24]C)=[C:13]([C:15]3[C:19]4[CH:20]=[CH:21][CH:22]=[CH:23][C:18]=4[O:17][N:16]=3)[CH:14]=2)[CH:6]=[CH:5][CH:4]=[CH:3][CH:2]=1.B(Br)(Br)Br. Product: [O:17]1[C:18]2[CH:23]=[CH:22][CH:21]=[CH:20][C:19]=2[C:15]([C:13]2[CH:14]=[C:9]([CH2:8][CH2:7][C:1]3[CH:6]=[CH:5][CH:4]=[CH:3][CH:2]=3)[C:10]([OH:26])=[CH:11][C:12]=2[OH:24])=[N:16]1. The catalyst class is: 4. (2) Reactant: C(P(C(C)(C)C)C1C=CC=CC=1C1C=CC=CC=1)(C)(C)C.Cl[C:23]1[CH:31]=[CH:30][C:29]2[N:28]([CH:32]=[C:33]([C:35]3[CH:40]=[CH:39][C:38]([F:41])=[CH:37][CH:36]=3)[CH3:34])[C:27]3[CH2:42][CH2:43][N:44]([CH3:46])[CH2:45][C:26]=3[C:25]=2[CH:24]=1.CC(C)([O-])C.[Na+].[CH2:53]([NH2:57])[CH2:54][CH2:55][CH3:56]. Product: [CH2:53]([NH:57][C:23]1[CH:31]=[CH:30][C:29]2[N:28](/[CH:32]=[C:33](/[C:35]3[CH:40]=[CH:39][C:38]([F:41])=[CH:37][CH:36]=3)\[CH3:34])[C:27]3[CH2:42][CH2:43][N:44]([CH3:46])[CH2:45][C:26]=3[C:25]=2[CH:24]=1)[CH2:54][CH2:55][CH3:56]. The catalyst class is: 167. (3) Reactant: OS(O)(=O)=O.CC(C)=O.OS(O)(=O)=O.O=[Cr](=O)=O.[CH3:19][C@H:20]1[C@H:25]([OH:26])[CH2:24][C@@H:23]2[CH2:27][C@H:21]1[C:22]2([CH3:29])[CH3:28]. Product: [CH3:19][C@H:20]1[C:25](=[O:26])[CH2:24][C@@H:23]2[CH2:27][C@H:21]1[C:22]2([CH3:28])[CH3:29]. The catalyst class is: 283. (4) Reactant: [S:1]([N:11]1[C:19]2[CH:18]=[CH:17][CH:16]=[C:15]([NH2:20])[C:14]=2[CH:13]=[CH:12]1)([C:4]1[CH:10]=[CH:9][C:7]([CH3:8])=[CH:6][CH:5]=1)(=[O:3])=[O:2].C1C(=O)N([Br:28])C(=O)C1. Product: [Br:28][C:16]1[CH:17]=[CH:18][C:19]2[N:11]([S:1]([C:4]3[CH:5]=[CH:6][C:7]([CH3:8])=[CH:9][CH:10]=3)(=[O:2])=[O:3])[CH:12]=[CH:13][C:14]=2[C:15]=1[NH2:20]. The catalyst class is: 3. (5) Reactant: [CH3:1][S:2]([NH:5][C:6]1[CH:11]=[CH:10][CH:9]=[CH:8][C:7]=1[N:12]1[CH2:17][CH2:16][N:15](CC2C=CC=CC=2)[CH2:14][CH2:13]1)(=[O:4])=[O:3].CO.Cl. Product: [CH3:1][S:2]([NH:5][C:6]1[CH:11]=[CH:10][CH:9]=[CH:8][C:7]=1[N:12]1[CH2:17][CH2:16][NH:15][CH2:14][CH2:13]1)(=[O:3])=[O:4]. The catalyst class is: 350. (6) The catalyst class is: 1. Product: [O:17]1[C:21]2([CH2:26][CH2:25][C:24](=[CH:9][C:10]([O:12][CH2:13][CH3:14])=[O:11])[CH2:23][CH2:22]2)[O:20][CH2:19][CH2:18]1. Reactant: C(OP([CH2:9][C:10]([O:12][CH2:13][CH3:14])=[O:11])(OCC)=O)C.[H-].[Na+].[O:17]1[C:21]2([CH2:26][CH2:25][C:24](=O)[CH2:23][CH2:22]2)[O:20][CH2:19][CH2:18]1.